Predict the product of the given reaction. From a dataset of Forward reaction prediction with 1.9M reactions from USPTO patents (1976-2016). (1) The product is: [Br:2][C:3]1[C:4]([Cl:14])=[C:5]([OH:13])[C:6]([S:9]([CH3:12])(=[O:11])=[O:10])=[CH:7][CH:8]=1. Given the reactants [Na].[Br:2][C:3]1[C:4]([Cl:14])=[C:5]([OH:13])[C:6]([S:9]([CH3:12])(=[O:11])=[O:10])=[CH:7][CH:8]=1.S(=O)(=O)(O)O, predict the reaction product. (2) Given the reactants C([O-])([O-])=O.[Cs+].[Cs+].[C:7]([CH2:10]C(=O)C)(=O)[CH3:8].[OH:14][C:15]1[CH:20]=[CH:19][C:18]([C:21]([N:23]2[CH2:28][CH2:27][C:26]3([N:33]([CH3:34])[CH2:32][CH2:31][N:30]4[C:35]([C:38]([F:41])([F:40])[F:39])=[CH:36][CH:37]=[C:29]34)[CH2:25][CH2:24]2)=[O:22])=[CH:17][C:16]=1[O:42][CH3:43].BrC(C)=C, predict the reaction product. The product is: [C:7]([O:14][C:15]1[CH:20]=[CH:19][C:18]([C:21]([N:23]2[CH2:24][CH2:25][C:26]3([N:33]([CH3:34])[CH2:32][CH2:31][N:30]4[C:35]([C:38]([F:41])([F:40])[F:39])=[CH:36][CH:37]=[C:29]34)[CH2:27][CH2:28]2)=[O:22])=[CH:17][C:16]=1[O:42][CH3:43])([CH3:10])=[CH2:8]. (3) Given the reactants [N+:1]([C:4]1[CH:5]=[C:6]([CH:9]=[CH:10][CH:11]=1)[CH2:7][Cl:8])([O-:3])=[O:2].[C:12]1([P:18]([C:25]2[CH:30]=[CH:29][CH:28]=[CH:27][CH:26]=2)[C:19]2[CH:24]=[CH:23][CH:22]=[CH:21][CH:20]=2)[CH:17]=[CH:16][CH:15]=[CH:14][CH:13]=1, predict the reaction product. The product is: [Cl-:8].[N+:1]([C:4]1[CH:5]=[C:6]([CH:9]=[CH:10][CH:11]=1)[CH2:7][P+:18]([C:19]1[CH:20]=[CH:21][CH:22]=[CH:23][CH:24]=1)([C:25]1[CH:30]=[CH:29][CH:28]=[CH:27][CH:26]=1)[C:12]1[CH:13]=[CH:14][CH:15]=[CH:16][CH:17]=1)([O-:3])=[O:2]. (4) Given the reactants [NH2:1][C:2]1[C:7]([C:8]#[N:9])=[C:6]([C:10]2[N:11]=[C:12](Br)[S:13][CH:14]=2)[C:5]([C:16]#[N:17])=[C:4]([S:18][CH2:19][C:20]2[N:21]=[C:22]([C:25]3[CH:30]=[CH:29][C:28]([Cl:31])=[CH:27][CH:26]=3)[S:23][CH:24]=2)[N:3]=1.[C:32]([Si:36]([CH3:42])([CH3:41])[O:37][CH2:38][C:39]#[CH:40])([CH3:35])([CH3:34])[CH3:33].C(N(CC)CC)C, predict the reaction product. The product is: [NH2:1][C:2]1[C:7]([C:8]#[N:9])=[C:6]([C:10]2[N:11]=[C:12]([C:40]#[C:39][CH2:38][O:37][Si:36]([C:32]([CH3:35])([CH3:34])[CH3:33])([CH3:41])[CH3:42])[S:13][CH:14]=2)[C:5]([C:16]#[N:17])=[C:4]([S:18][CH2:19][C:20]2[N:21]=[C:22]([C:25]3[CH:30]=[CH:29][C:28]([Cl:31])=[CH:27][CH:26]=3)[S:23][CH:24]=2)[N:3]=1. (5) Given the reactants [CH2:1]([O:8][CH2:9][C:10]([CH3:16])([CH3:15])[C:11]([O:13]C)=[O:12])[C:2]1[CH:7]=[CH:6][CH:5]=[CH:4][CH:3]=1.[OH-].[Na+].Cl, predict the reaction product. The product is: [CH2:1]([O:8][CH2:9][C:10]([CH3:16])([CH3:15])[C:11]([OH:13])=[O:12])[C:2]1[CH:7]=[CH:6][CH:5]=[CH:4][CH:3]=1. (6) The product is: [CH3:6][C:7]1([C:16]([OH:19])=[O:17])[C:13]2([CH2:15][CH2:14]2)[CH:11]2[CH2:12][CH:8]1[CH2:9][CH2:10]2. Given the reactants S(=O)(=O)(O)O.[CH3:6][C:7]1([CH2:16][OH:17])[C:13]2([CH2:15][CH2:14]2)[CH:11]2[CH2:12][CH:8]1[CH2:9][CH2:10]2.S(=O)(O)[O-:19].[Na+], predict the reaction product. (7) The product is: [O:62]=[C:54]1[NH:55][C:56]2=[N:57][CH:58]=[CH:59][CH:60]=[C:61]2[N:53]1[CH:50]1[CH2:51][CH2:52][N:47]([C:1]([O:2][C@H:3]2[C:17](=[O:18])[N:16]([CH2:19][C:20]([F:23])([F:21])[F:22])[CH2:15][C:6]3[C:7]4[CH:8]=[N:9][NH:10][C:11]=4[C:12]([Cl:14])=[CH:13][C:5]=3[CH2:4]2)=[O:34])[CH2:48][CH2:49]1. Given the reactants [C:1](=[O:34])(OC1C=CC([N+]([O-])=O)=CC=1)[O:2][C@H:3]1[C:17](=[O:18])[N:16]([CH2:19][C:20]([F:23])([F:22])[F:21])[CH2:15][C:6]2[C:7]3[CH:8]=[N:9][NH:10][C:11]=3[C:12]([Cl:14])=[CH:13][C:5]=2[CH2:4]1.CN(C=O)C.C(N(CC)CC)C.[NH:47]1[CH2:52][CH2:51][CH:50]([N:53]2[C:61]3[C:56](=[N:57][CH:58]=[CH:59][CH:60]=3)[NH:55][C:54]2=[O:62])[CH2:49][CH2:48]1, predict the reaction product. (8) Given the reactants [Cl:1][C:2]1[C:6]([Cl:7])=[C:5]([CH3:8])[NH:4][C:3]=1[C:9]([NH:11][CH:12]1[CH2:17][CH2:16][N:15]([C:18]2[N:23]=[C:22]([N:24]3[CH2:29][CH2:28][O:27][CH2:26][CH2:25]3)[N:21]=[C:20]([C:30](O)=[O:31])[CH:19]=2)[CH2:14][CH2:13]1)=[O:10].Cl.[O:34]([NH2:36])[CH3:35], predict the reaction product. The product is: [Cl:1][C:2]1[C:6]([Cl:7])=[C:5]([CH3:8])[NH:4][C:3]=1[C:9]([NH:11][CH:12]1[CH2:13][CH2:14][N:15]([C:18]2[N:23]=[C:22]([N:24]3[CH2:29][CH2:28][O:27][CH2:26][CH2:25]3)[N:21]=[C:20]([C:30]([NH:36][O:34][CH3:35])=[O:31])[CH:19]=2)[CH2:16][CH2:17]1)=[O:10]. (9) Given the reactants [C:1]([O:5][C:6](=[O:24])[NH:7][C:8]1[CH:13]=[CH:12][C:11]([C:14]#[C:15][C:16]2[CH:21]=[CH:20][C:19]([F:22])=[CH:18][CH:17]=2)=[CH:10][C:9]=1[NH2:23])([CH3:4])([CH3:3])[CH3:2].C([O:27][C:28](=O)[CH2:29][C:30](=[O:42])[C:31]1[CH:36]=[CH:35][CH:34]=[C:33]([N:37]2[CH:41]=[CH:40][N:39]=[N:38]2)[CH:32]=1)C, predict the reaction product. The product is: [C:1]([O:5][C:6](=[O:24])[NH:7][C:8]1[CH:13]=[CH:12][C:11]([C:14]#[C:15][C:16]2[CH:17]=[CH:18][C:19]([F:22])=[CH:20][CH:21]=2)=[CH:10][C:9]=1[NH:23][C:28](=[O:27])[CH2:29][C:30](=[O:42])[C:31]1[CH:36]=[CH:35][CH:34]=[C:33]([N:37]2[CH:41]=[CH:40][N:39]=[N:38]2)[CH:32]=1)([CH3:4])([CH3:2])[CH3:3]. (10) The product is: [CH:15]([C:14]1[C:9]2[O:8][CH:7]([C:18]3[CH:19]=[CH:20][CH:21]=[CH:22][CH:23]=3)[C:6](=[O:24])[N:5]([CH2:4][C:3]([OH:25])=[O:2])[C:10]=2[CH:11]=[CH:12][CH:13]=1)([CH3:17])[CH3:16]. Given the reactants C[O:2][C:3](=[O:25])[CH2:4][N:5]1[C:10]2[CH:11]=[CH:12][CH:13]=[C:14]([CH:15]([CH3:17])[CH3:16])[C:9]=2[O:8][CH:7]([C:18]2[CH:23]=[CH:22][CH:21]=[CH:20][CH:19]=2)[C:6]1=[O:24].[OH-].[Na+], predict the reaction product.